From a dataset of Forward reaction prediction with 1.9M reactions from USPTO patents (1976-2016). Predict the product of the given reaction. (1) Given the reactants [F:1][C:2]1[CH:7]=[C:6]([I:8])[CH:5]=[CH:4][C:3]=1[NH2:9].N1C=CC=CC=1.[CH3:16][S:17](Cl)(=[O:19])=[O:18].Cl, predict the reaction product. The product is: [F:1][C:2]1[CH:7]=[C:6]([I:8])[CH:5]=[CH:4][C:3]=1[NH:9][S:17]([CH3:16])(=[O:19])=[O:18]. (2) Given the reactants [Cl:1][C:2]1[CH:7]=[CH:6][C:5]([CH2:8][C:9]([OH:11])=O)=[CH:4][CH:3]=1.[NH2:12][C:13]1[CH:18]=[C:17]([C:19]([C:21]2[C:29]3[CH:28]=[N:27][CH:26]=[N:25][C:24]=3[N:23]([C@H:30]3[CH2:35][CH2:34][C@@H:33]([O:36][Si](C(C)(C)C)(C)C)[CH2:32][CH2:31]3)[CH:22]=2)=[O:20])[CH:16]=[CH:15][N:14]=1, predict the reaction product. The product is: [Cl:1][C:2]1[CH:3]=[CH:4][C:5]([CH2:8][C:9]([NH:12][C:13]2[CH:18]=[C:17]([C:19]([C:21]3[C:29]4[CH:28]=[N:27][CH:26]=[N:25][C:24]=4[N:23]([C@H:30]4[CH2:35][CH2:34][C@@H:33]([OH:36])[CH2:32][CH2:31]4)[CH:22]=3)=[O:20])[CH:16]=[CH:15][N:14]=2)=[O:11])=[CH:6][CH:7]=1. (3) The product is: [F:20][C:19]1[CH:18]=[CH:17][CH:16]=[C:15]([C:21]#[N:22])[C:14]=1[C:12]1[CH:13]=[C:8]([C:4]2[CH:3]=[C:2]([C:27]3[C:26]([F:25])=[CH:31][C:30]([F:36])=[CH:29][N:28]=3)[N:7]=[N:6][CH:5]=2)[CH:9]=[CH:10][C:11]=1[F:23]. Given the reactants Cl[C:2]1[N:7]=[N:6][CH:5]=[C:4]([C:8]2[CH:9]=[CH:10][C:11]([F:23])=[C:12]([C:14]3[C:15]([C:21]#[N:22])=[CH:16][CH:17]=[CH:18][C:19]=3[F:20])[CH:13]=2)[CH:3]=1.[Cl-].[F:25][C:26]1[C:27]([Zn+])=[N:28][CH:29]=[C:30]([F:36])[C:31]=1[Si](C)(C)C, predict the reaction product. (4) Given the reactants [CH3:1][N:2]1[CH2:6][C@@H:5]([C:7]2[CH:12]=[CH:11][C:10]([N+:13]([O-])=O)=[CH:9][CH:8]=2)[C@H:4]([N+:16]([O-:18])=[O:17])[CH2:3]1, predict the reaction product. The product is: [CH3:1][N:2]1[CH2:3][C@@H:4]([N+:16]([O-:18])=[O:17])[C@H:5]([C:7]2[CH:12]=[CH:11][C:10]([NH2:13])=[CH:9][CH:8]=2)[CH2:6]1. (5) Given the reactants [NH2:1][C:2]1[N:7]=[C:6]([C:8]2[N:12]([CH2:13][O:14][CH2:15][CH2:16][Si:17]([CH3:20])([CH3:19])[CH3:18])[C:11]([C:21]3[CH:26]=[C:25]([Cl:27])[CH:24]=[CH:23][C:22]=3[CH3:28])=[C:10]([C:29](O)=[O:30])[CH:9]=2)[C:5]([C:32]#[CH:33])=[CH:4][N:3]=1.CC[N:36](C(C)C)C(C)C.CCN=C=NCCCN(C)C.Cl.C1C=CC2N(O)N=NC=2C=1.N, predict the reaction product. The product is: [NH2:1][C:2]1[N:7]=[C:6]([C:8]2[N:12]([CH2:13][O:14][CH2:15][CH2:16][Si:17]([CH3:18])([CH3:20])[CH3:19])[C:11]([C:21]3[CH:26]=[C:25]([Cl:27])[CH:24]=[CH:23][C:22]=3[CH3:28])=[C:10]([C:29]([NH2:36])=[O:30])[CH:9]=2)[C:5]([C:32]#[CH:33])=[CH:4][N:3]=1.